Dataset: Forward reaction prediction with 1.9M reactions from USPTO patents (1976-2016). Task: Predict the product of the given reaction. (1) Given the reactants [CH3:1][N:2]1[CH2:6][CH2:5][NH:4][C:3]1=[O:7].Br[C:9]1[CH:10]=[CH:11][C:12]([C:15]([N:17]2[CH2:22][CH2:21][N:20]([C:23]3[C:28]([CH3:29])=[CH:27][C:26]([CH3:30])=[CH:25][N:24]=3)[CH2:19][CH2:18]2)=[O:16])=[N:13][CH:14]=1, predict the reaction product. The product is: [CH3:29][C:28]1[C:23]([N:20]2[CH2:21][CH2:22][N:17]([C:15]([C:12]3[N:13]=[CH:14][C:9]([N:4]4[CH2:5][CH2:6][N:2]([CH3:1])[C:3]4=[O:7])=[CH:10][CH:11]=3)=[O:16])[CH2:18][CH2:19]2)=[N:24][CH:25]=[C:26]([CH3:30])[CH:27]=1. (2) The product is: [C:1]([O:5][C:6]([N:8]1[C@H:12]([CH2:13][CH3:14])[CH2:11][C@H:10]([NH:29][CH2:28][C:27]2[CH:30]=[C:31]([C:33]([F:34])([F:35])[F:36])[CH:32]=[C:25]([C:24]([F:23])([F:37])[F:38])[CH:26]=2)[C@@H:9]1[CH2:16][C:17]1[CH:22]=[CH:21][CH:20]=[CH:19][CH:18]=1)=[O:7])([CH3:4])([CH3:3])[CH3:2]. Given the reactants [C:1]([O:5][C:6]([N:8]1[C@H:12]([CH2:13][CH3:14])[CH2:11][C:10](=O)[C@@H:9]1[CH2:16][C:17]1[CH:22]=[CH:21][CH:20]=[CH:19][CH:18]=1)=[O:7])([CH3:4])([CH3:3])[CH3:2].[F:23][C:24]([F:38])([F:37])[C:25]1[CH:26]=[C:27]([CH:30]=[C:31]([C:33]([F:36])([F:35])[F:34])[CH:32]=1)[CH2:28][NH2:29].[BH4-].[Na+].O, predict the reaction product. (3) Given the reactants Br[C:2]1[CH:7]=[CH:6][C:5]([N+:8]([O-:10])=[O:9])=[CH:4][CH:3]=1.[N:11]1[CH:16]=[CH:15][CH:14]=[C:13](B(O)O)[CH:12]=1, predict the reaction product. The product is: [N+:8]([C:5]1[CH:6]=[CH:7][C:2]([C:13]2[CH:12]=[N:11][CH:16]=[CH:15][CH:14]=2)=[CH:3][CH:4]=1)([O-:10])=[O:9]. (4) Given the reactants [C:1]([O:5][C:6]([N:8]1[CH2:14][CH2:13][CH2:12][N:11]([C:15]2[NH:19][C:18]3[CH:20]=[CH:21][CH:22]=[CH:23][C:17]=3[N:16]=2)[CH2:10][CH2:9]1)=[O:7])([CH3:4])([CH3:3])[CH3:2].[H-].[Na+].[F:26][C:27]([F:38])([F:37])[O:28]OCCOS(C)(=O)=O.[I-].[Na+].[C:41](OCC)(=O)[CH3:42], predict the reaction product. The product is: [C:1]([O:5][C:6]([N:8]1[CH2:14][CH2:13][CH2:12][N:11]([C:15]2[N:16]([CH2:41][CH2:42][O:28][C:27]([F:26])([F:37])[F:38])[C:17]3[CH:23]=[CH:22][CH:21]=[CH:20][C:18]=3[N:19]=2)[CH2:10][CH2:9]1)=[O:7])([CH3:4])([CH3:2])[CH3:3].